From a dataset of Peptide-MHC class I binding affinity with 185,985 pairs from IEDB/IMGT. Regression. Given a peptide amino acid sequence and an MHC pseudo amino acid sequence, predict their binding affinity value. This is MHC class I binding data. (1) The peptide sequence is KTPWDRFCK. The MHC is HLA-A03:01 with pseudo-sequence HLA-A03:01. The binding affinity (normalized) is 0.243. (2) The peptide sequence is RPVPHWPKY. The MHC is HLA-B08:01 with pseudo-sequence HLA-B08:01. The binding affinity (normalized) is 0.0847. (3) The peptide sequence is DRFFKTLRA. The MHC is HLA-A29:02 with pseudo-sequence HLA-A29:02. The binding affinity (normalized) is 0. (4) The peptide sequence is CVRLNNPVI. The MHC is HLA-A02:02 with pseudo-sequence HLA-A02:02. The binding affinity (normalized) is 0.0258. (5) The peptide sequence is RQTQSRPIQ. The MHC is HLA-A24:02 with pseudo-sequence HLA-A24:02. The binding affinity (normalized) is 0. (6) The peptide sequence is QLEAIRSLV. The MHC is HLA-A01:01 with pseudo-sequence HLA-A01:01. The binding affinity (normalized) is 0.0993. (7) The peptide sequence is NASQHPQQV. The MHC is HLA-A69:01 with pseudo-sequence HLA-A69:01. The binding affinity (normalized) is 0.413.